From a dataset of Forward reaction prediction with 1.9M reactions from USPTO patents (1976-2016). Predict the product of the given reaction. (1) Given the reactants [C:1]([O:9][C:10]([CH3:13])([CH3:12])[CH3:11])(=[O:8])[CH2:2][C:3]([O:5][CH2:6][CH3:7])=[O:4].[H-].[Na+].[CH2:16]([O:23][C:24]1[CH:29]=[C:28](F)[CH:27]=[C:26]([F:31])[C:25]=1[N+:32]([O-:34])=[O:33])[C:17]1[CH:22]=[CH:21][CH:20]=[CH:19][CH:18]=1, predict the reaction product. The product is: [CH2:16]([O:23][C:24]1[C:25]([N+:32]([O-:34])=[O:33])=[C:26]([F:31])[CH:27]=[C:28]([CH:2]([C:3]([O:5][CH2:6][CH3:7])=[O:4])[C:1]([O:9][C:10]([CH3:12])([CH3:11])[CH3:13])=[O:8])[CH:29]=1)[C:17]1[CH:22]=[CH:21][CH:20]=[CH:19][CH:18]=1. (2) The product is: [S:1]1[C:10]2[CH:9]=[CH:8][CH:7]=[CH:6][C:5]=2[CH:4]([OH:11])[CH2:3][CH2:2]1. Given the reactants [S:1]1[C:10]2[C:5](=[CH:6][CH:7]=[CH:8][CH:9]=2)[C:4](=[O:11])[CH2:3][CH2:2]1.[H-].[Al+3].[Li+].[H-].[H-].[H-].O.OS(O)(=O)=O, predict the reaction product. (3) Given the reactants [Cl:1][C:2]1[CH:26]=[CH:25][C:5]([CH2:6][C:7]2[C:11]([C:12]#[N:13])=[C:10]([N:14]3[CH2:19][CH2:18][O:17][CH2:16][CH2:15]3)[S:9][C:8]=2[C:20]([O:22]CC)=[O:21])=[CH:4][C:3]=1[F:27].O1CCCC1.CO.[OH-].[Na+].O, predict the reaction product. The product is: [Cl:1][C:2]1[CH:26]=[CH:25][C:5]([CH2:6][C:7]2[C:11]([C:12]#[N:13])=[C:10]([N:14]3[CH2:19][CH2:18][O:17][CH2:16][CH2:15]3)[S:9][C:8]=2[C:20]([OH:22])=[O:21])=[CH:4][C:3]=1[F:27]. (4) The product is: [Br:1][C:2]1[CH:20]=[CH:19][C:5]2[C:6]([NH:16][CH2:17][CH3:18])=[N:7][C:8]3[C:9]([C:23]#[C:22][C:21]([NH2:25])=[O:24])=[CH:10][NH:11][C:12](=[O:14])[C:13]=3[C:4]=2[CH:3]=1. Given the reactants [Br:1][C:2]1[CH:20]=[CH:19][C:5]2[C:6]([NH:16][CH2:17][CH3:18])=[N:7][C:8]3[C:9](I)=[CH:10][NH:11][C:12](=[O:14])[C:13]=3[C:4]=2[CH:3]=1.[C:21]([NH2:25])(=[O:24])[C:22]#[CH:23].C(N(CC)CC)C, predict the reaction product. (5) Given the reactants [O:1]=[S:2]1(=[O:16])[CH2:6][CH2:5][CH2:4][N:3]1[C:7]1[CH:15]=[CH:14][C:10]([C:11]([OH:13])=O)=[CH:9][CH:8]=1.[CH3:17][C:18]1[CH:19]=[C:20]([CH:25]=[CH:26][C:27]=1[N:28]1[CH2:33][CH2:32][NH:31][CH2:30][CH2:29]1)[C:21]([O:23][CH3:24])=[O:22], predict the reaction product. The product is: [O:16]=[S:2]1(=[O:1])[CH2:6][CH2:5][CH2:4][N:3]1[C:7]1[CH:8]=[CH:9][C:10]([C:11]([N:31]2[CH2:30][CH2:29][N:28]([C:27]3[CH:26]=[CH:25][C:20]([C:21]([O:23][CH3:24])=[O:22])=[CH:19][C:18]=3[CH3:17])[CH2:33][CH2:32]2)=[O:13])=[CH:14][CH:15]=1. (6) Given the reactants [F:1][C:2]1[CH:9]=[C:8]([F:10])[CH:7]=[CH:6][C:3]=1[CH:4]=O.[NH2:11][C:12]1[CH:13]=[C:14]2[C:18]3=[C:19]([CH2:21][S:22][CH2:23][CH2:24][N:17]3[C@H:16]3[CH2:25][CH2:26][N:27](C(OC(C)(C)C)=O)[CH2:28][C@@H:15]23)[CH:20]=1, predict the reaction product. The product is: [F:1][C:2]1[CH:9]=[C:8]([F:10])[CH:7]=[CH:6][C:3]=1[CH2:4][NH:11][C:12]1[CH:13]=[C:14]2[C:18]3=[C:19]([CH2:21][S:22][CH2:23][CH2:24][N:17]3[C@H:16]3[CH2:25][CH2:26][NH:27][CH2:28][C@@H:15]23)[CH:20]=1.